Dataset: Full USPTO retrosynthesis dataset with 1.9M reactions from patents (1976-2016). Task: Predict the reactants needed to synthesize the given product. (1) Given the product [C:39]([C:27]1[CH:28]=[C:29]([C:32]2[CH:37]=[CH:36][CH:35]=[C:34]([CH3:38])[N:33]=2)[CH:30]=[CH:31][C:26]=1[O:25][C:19]1[CH:20]=[CH:21][C:22]([F:24])=[C:23]2[C:18]=1[CH2:17][CH2:16][C@H:15]2[O:14][C:12]1[CH:11]=[CH:10][C:9]2[C@H:5]([CH2:4][C:3]([OH:41])=[O:2])[CH2:6][O:7][C:8]=2[CH:13]=1)#[N:40], predict the reactants needed to synthesize it. The reactants are: C[O:2][C:3](=[O:41])[CH2:4][C@H:5]1[C:9]2[CH:10]=[CH:11][C:12]([O:14][C@H:15]3[C:23]4[C:18](=[C:19]([O:25][C:26]5[CH:31]=[CH:30][C:29]([C:32]6[CH:37]=[CH:36][CH:35]=[C:34]([CH3:38])[N:33]=6)=[CH:28][C:27]=5[C:39]#[N:40])[CH:20]=[CH:21][C:22]=4[F:24])[CH2:17][CH2:16]3)=[CH:13][C:8]=2[O:7][CH2:6]1.[OH-].[K+]. (2) Given the product [CH2:32]([NH:34][C:35](=[O:36])[O:14][C:12]1[C:11]([CH3:15])=[C:10]2[N:9]([CH:13]=1)[N:8]=[CH:7][N:6]=[C:5]2[O:4][C:3]1[CH:16]=[CH:17][C:18]([N+:20]([O-:22])=[O:21])=[CH:19][C:2]=1[F:1])[CH3:33], predict the reactants needed to synthesize it. The reactants are: [F:1][C:2]1[CH:19]=[C:18]([N+:20]([O-:22])=[O:21])[CH:17]=[CH:16][C:3]=1[O:4][C:5]1[C:10]2=[C:11]([CH3:15])[C:12]([OH:14])=[CH:13][N:9]2[N:8]=[CH:7][N:6]=1.CCN(C(C)C)C(C)C.[CH2:32]([N:34]=[C:35]=[O:36])[CH3:33].